Predict the product of the given reaction. From a dataset of Forward reaction prediction with 1.9M reactions from USPTO patents (1976-2016). (1) Given the reactants Cl[C:2]([O:4][C:5]1[CH:10]=[CH:9][C:8]([N+:11]([O-:13])=[O:12])=[CH:7][CH:6]=1)=[O:3].[CH2:14]([C:16]1[CH:21]=[CH:20][C:19]([CH:22]2[CH2:27][NH:26][CH2:25][CH:24]([C:28]([O:30][CH2:31][CH3:32])=[O:29])[CH2:23]2)=[CH:18][CH:17]=1)[CH3:15].C(N(CC)CC)C, predict the reaction product. The product is: [CH2:14]([C:16]1[CH:17]=[CH:18][C:19]([CH:22]2[CH2:27][N:26]([C:2]([O:4][C:5]3[CH:10]=[CH:9][C:8]([N+:11]([O-:13])=[O:12])=[CH:7][CH:6]=3)=[O:3])[CH2:25][CH:24]([C:28]([O:30][CH2:31][CH3:32])=[O:29])[CH2:23]2)=[CH:20][CH:21]=1)[CH3:15]. (2) Given the reactants [NH2:1][C:2]1[S:3][CH:4]=[CH:5][N:6]=1.C(N(CC)CC)C.Cl[C:15]([O:17][CH3:18])=[O:16], predict the reaction product. The product is: [S:3]1[CH:4]=[CH:5][N:6]=[C:2]1[NH:1][C:15](=[O:16])[O:17][CH3:18]. (3) Given the reactants OS(C(F)(F)F)(=O)=O.C([NH:16][C:17]1[N:22]=[C:21]2[O:23][C:24]([C:30]3[CH:35]=[CH:34][C:33]([F:36])=[CH:32][CH:31]=3)=[C:25]([C:26]([NH:28][CH3:29])=[O:27])[C:20]2=[CH:19][C:18]=1[C:37]1[CH:42]=[CH:41][CH:40]=[C:39]([C:43](=[O:50])[NH:44][C:45]23[CH2:49][CH:47]([CH2:48]2)[CH2:46]3)[CH:38]=1)C1C=CC=CC=1, predict the reaction product. The product is: [NH2:16][C:17]1[N:22]=[C:21]2[O:23][C:24]([C:30]3[CH:35]=[CH:34][C:33]([F:36])=[CH:32][CH:31]=3)=[C:25]([C:26]([NH:28][CH3:29])=[O:27])[C:20]2=[CH:19][C:18]=1[C:37]1[CH:42]=[CH:41][CH:40]=[C:39]([C:43](=[O:50])[NH:44][C:45]23[CH2:49][CH:47]([CH2:46]2)[CH2:48]3)[CH:38]=1.